This data is from Forward reaction prediction with 1.9M reactions from USPTO patents (1976-2016). The task is: Predict the product of the given reaction. (1) Given the reactants C1C=CC(P(C2C=CC=CC=2)C2C=CC=CC=2)=CC=1.[N:20]([CH2:23][CH:24]1[S:28][C:27]2[CH:29]=[C:30]([F:41])[CH:31]=[C:32]([C:33]3[C:38]([Cl:39])=[CH:37][CH:36]=[CH:35][C:34]=3[Cl:40])[C:26]=2[O:25]1)=[N+]=[N-].O, predict the reaction product. The product is: [F:41][C:30]1[CH:31]=[C:32]([C:33]2[C:34]([Cl:40])=[CH:35][CH:36]=[CH:37][C:38]=2[Cl:39])[C:26]2[O:25][CH:24]([CH2:23][NH2:20])[S:28][C:27]=2[CH:29]=1. (2) Given the reactants [Br:1][CH2:2][C@H:3]([C:5]1[CH:12]=[CH:11][C:8]([C:9]#[N:10])=[CH:7][CH:6]=1)[OH:4].CC1C=CC=C(C)N=1.[Si:21](OS(C(F)(F)F)(=O)=O)([C:24]([CH3:27])([CH3:26])[CH3:25])([CH3:23])[CH3:22], predict the reaction product. The product is: [Br:1][CH2:2][C@H:3]([C:5]1[CH:12]=[CH:11][C:8]([C:9]#[N:10])=[CH:7][CH:6]=1)[O:4][Si:21]([C:24]([CH3:27])([CH3:26])[CH3:25])([CH3:23])[CH3:22]. (3) Given the reactants Cl[C:2]1[C:3]([C:21]([CH:23]2[CH2:27][CH2:26][C@@H:25]([N:28]([CH2:36][C:37]3[CH:42]=[CH:41][CH:40]=[CH:39][CH:38]=3)[CH2:29][C:30]3[CH:35]=[CH:34][CH:33]=[CH:32][CH:31]=3)[CH2:24]2)=O)=[C:4]2[CH:10]=[CH:9][N:8]([Si](C(C)C)(C(C)C)C(C)C)[C:5]2=[N:6][CH:7]=1.[NH2:43][NH2:44].CC(O)=O.CC(C)([O-])C.[Na+], predict the reaction product. The product is: [CH2:36]([N:28]([CH2:29][C:30]1[CH:35]=[CH:34][CH:33]=[CH:32][CH:31]=1)[CH:25]1[CH2:26][CH2:27][C@@H:23]([C:21]2[C:3]3=[C:4]4[CH:10]=[CH:9][NH:8][C:5]4=[N:6][CH:7]=[C:2]3[NH:44][N:43]=2)[CH2:24]1)[C:37]1[CH:42]=[CH:41][CH:40]=[CH:39][CH:38]=1. (4) Given the reactants Cl[C:2]1[CH:7]=[C:6]([C:8]2[CH:13]=[C:12]([Cl:14])[CH:11]=[CH:10][C:9]=2[CH3:15])[N:5]=[C:4]([NH2:16])[N:3]=1.[NH2:17][C:18]1[CH:26]=[CH:25][C:21]([CH2:22][CH2:23][OH:24])=[CH:20][CH:19]=1, predict the reaction product. The product is: [NH2:16][C:4]1[N:3]=[C:2]([NH:17][C:18]2[CH:26]=[CH:25][C:21]([CH2:22][CH2:23][OH:24])=[CH:20][CH:19]=2)[CH:7]=[C:6]([C:8]2[CH:13]=[C:12]([Cl:14])[CH:11]=[CH:10][C:9]=2[CH3:15])[N:5]=1. (5) Given the reactants Cl[C:2]1[C:10]2[C:9]3[CH:11]=[C:12]([C:15]#[N:16])[N:13]=[CH:14][C:8]=3[N:7](COCC[Si](C)(C)C)[C:6]=2[N:5]=[CH:4][CH:3]=1.[CH3:25][N:26]([CH3:33])[CH2:27][C:28]([CH3:32])([CH3:31])[CH2:29][OH:30], predict the reaction product. The product is: [CH3:25][N:26]([CH3:33])[CH2:27][C:28]([CH3:32])([CH3:31])[CH2:29][O:30][C:2]1[C:10]2[C:9]3[CH:11]=[C:12]([C:15]#[N:16])[N:13]=[CH:14][C:8]=3[NH:7][C:6]=2[N:5]=[CH:4][CH:3]=1. (6) Given the reactants [NH2:1][C@H:2]1[CH2:6][CH2:5][N:4]([C:7]2[CH:8]=[CH:9][C:10]3[CH2:16][N:15](C(OC(C)(C)C)=O)[CH2:14][CH2:13][CH2:12][C:11]=3[C:24]=2[F:25])[C:3]1=[O:26].[Cl:27][C:28]1[S:32][C:31](/[CH:33]=[CH:34]/[S:35](N[C@H]2CCN(C3C=CC4CN(C(OC(C)(C)C)=O)CCCC=4C=3)C2=O)(=[O:37])=[O:36])=[CH:30][CH:29]=1, predict the reaction product. The product is: [ClH:27].[Cl:27][C:28]1[S:32][C:31](/[CH:33]=[CH:34]/[S:35]([NH:1][C@H:2]2[CH2:6][CH2:5][N:4]([C:7]3[CH:8]=[CH:9][C:10]4[CH2:16][NH:15][CH2:14][CH2:13][CH2:12][C:11]=4[C:24]=3[F:25])[C:3]2=[O:26])(=[O:37])=[O:36])=[CH:30][CH:29]=1. (7) The product is: [CH3:11][O:10][C:7]1[C:8]([NH:9][C:32](=[O:33])[CH2:31][C:27]([CH3:30])([CH3:29])[CH3:28])=[C:3]([O:2][CH3:1])[N:4]=[C:5]([N:12]2[CH2:17][CH2:16][CH:15]([O:18][CH3:19])[CH2:14][CH2:13]2)[N:6]=1. Given the reactants [CH3:1][O:2][C:3]1[C:8]([NH2:9])=[C:7]([O:10][CH3:11])[N:6]=[C:5]([N:12]2[CH2:17][CH2:16][CH:15]([O:18][CH3:19])[CH2:14][CH2:13]2)[N:4]=1.C(N(CC)CC)C.[C:27]([CH2:31][C:32](Cl)=[O:33])([CH3:30])([CH3:29])[CH3:28].O, predict the reaction product.